Dataset: Catalyst prediction with 721,799 reactions and 888 catalyst types from USPTO. Task: Predict which catalyst facilitates the given reaction. (1) Reactant: [NH2:1][C:2]1[CH:7]=[CH:6][C:5]([C:8]2[CH:13]=[CH:12][C:11]([C:14]([F:17])([F:16])[F:15])=[CH:10][CH:9]=2)=[CH:4][C:3]=1[C:18]#[N:19].[CH2:20]([Mg]Br)[CH3:21].[CH3:24][O:25]C(Cl)=O.[BH4-].[Na+]. Product: [CH2:20]([CH:18]1[C:3]2[C:2](=[CH:7][CH:6]=[C:5]([C:8]3[CH:9]=[CH:10][C:11]([C:14]([F:15])([F:16])[F:17])=[CH:12][CH:13]=3)[CH:4]=2)[NH:1][C:24](=[O:25])[NH:19]1)[CH3:21]. The catalyst class is: 219. (2) Reactant: [F:1][C:2]1[CH:7]=[CH:6][C:5]([C:8]([OH:10])=O)=[CH:4][N:3]=1.[Cl-].[CH2:12]([O:19][C:20]1[CH:25]=[CH:24][C:23]([N:26]2[CH2:31][CH2:30][N:29]([C:32](=[O:35])[CH2:33][NH3+:34])[CH2:28][CH2:27]2)=[CH:22][CH:21]=1)[C:13]1[CH:18]=[CH:17][CH:16]=[CH:15][CH:14]=1.C1CN([P+](ON2N=NC3C=CC=CC2=3)(N2CCCC2)N2CCCC2)CC1.F[P-](F)(F)(F)(F)F.C(N(C(C)C)C(C)C)C. Product: [CH2:12]([O:19][C:20]1[CH:21]=[CH:22][C:23]([N:26]2[CH2:27][CH2:28][N:29]([C:32](=[O:35])[CH2:33][NH:34][C:8](=[O:10])[C:5]3[CH:6]=[CH:7][C:2]([F:1])=[N:3][CH:4]=3)[CH2:30][CH2:31]2)=[CH:24][CH:25]=1)[C:13]1[CH:14]=[CH:15][CH:16]=[CH:17][CH:18]=1. The catalyst class is: 3.